This data is from Reaction yield outcomes from USPTO patents with 853,638 reactions. The task is: Predict the reaction yield, written as a fraction of the theoretical maximum amount of product (1.0 means a 100% yield; for example, 0.34 means a 34% yield). (1) The reactants are C[O:2][C:3](=O)[CH2:4][CH2:5][CH2:6][CH2:7][CH2:8][S:9][C:10]1[CH:15]=[CH:14][C:13]([Cl:16])=[CH:12][CH:11]=1.[NH2:18][OH:19].[OH-].[K+].CO. The catalyst is C1COCC1. The product is [OH:19][NH:18][C:3](=[O:2])[CH2:4][CH2:5][CH2:6][CH2:7][CH2:8][S:9][C:10]1[CH:15]=[CH:14][C:13]([Cl:16])=[CH:12][CH:11]=1. The yield is 0.900. (2) The reactants are C(OC[N:9]1[CH:13]=[C:12]([C:14]2[CH:19]=[CH:18][C:17]([CH:20]([O:24][CH2:25][CH3:26])[O:21][CH2:22][CH3:23])=[CH:16][N:15]=2)[N:11]=[N:10]1)(=O)C(C)(C)C.[OH-].[Na+].Cl.O. The catalyst is CO. The product is [CH2:25]([O:24][CH:20]([O:21][CH2:22][CH3:23])[C:17]1[CH:18]=[CH:19][C:14]([C:12]2[N:11]=[N:10][NH:9][CH:13]=2)=[N:15][CH:16]=1)[CH3:26]. The yield is 1.00.